From a dataset of Forward reaction prediction with 1.9M reactions from USPTO patents (1976-2016). Predict the product of the given reaction. Given the reactants C(OC([NH:8][CH:9]([C:12]1[C:13]([F:47])=[C:14]([C:18]2[CH:23]=[C:22]([CH2:24][N:25]3[CH2:30][CH2:29][O:28][CH2:27][CH2:26]3)[CH:21]=[C:20]([CH2:31][O:32][C:33]3[CH:38]=[CH:37][CH:36]=[CH:35][C:34]=3[CH2:39][C:40]([O:42]C(C)(C)C)=[O:41])[CH:19]=2)[CH:15]=[CH:16][CH:17]=1)[CH2:10][F:11])=O)(C)(C)C.C(O)(C(F)(F)F)=O, predict the reaction product. The product is: [NH2:8][CH:9]([C:12]1[C:13]([F:47])=[C:14]([C:18]2[CH:23]=[C:22]([CH2:24][N:25]3[CH2:30][CH2:29][O:28][CH2:27][CH2:26]3)[CH:21]=[C:20]([CH2:31][O:32][C:33]3[CH:38]=[CH:37][CH:36]=[CH:35][C:34]=3[CH2:39][C:40]([OH:42])=[O:41])[CH:19]=2)[CH:15]=[CH:16][CH:17]=1)[CH2:10][F:11].